This data is from Catalyst prediction with 721,799 reactions and 888 catalyst types from USPTO. The task is: Predict which catalyst facilitates the given reaction. (1) The catalyst class is: 6. Reactant: [CH2:1]([O:8][CH2:9][CH2:10][CH2:11][C@H:12]([C:21]1[C:25]([I:26])=[C:24]([CH:27]=[N:28][OH:29])[O:23][N:22]=1)[CH2:13][C:14]([O:16][C:17]([CH3:20])([CH3:19])[CH3:18])=[O:15])[C:2]1[CH:7]=[CH:6][CH:5]=[CH:4][CH:3]=1.CN(C=O)C.[Cl:35]N1C(=O)CCC1=O.C1(C)C=CC=CC=1. Product: [CH2:1]([O:8][CH2:9][CH2:10][CH2:11][C@H:12]([C:21]1[C:25]([I:26])=[C:24]([C:27]([Cl:35])=[N:28][OH:29])[O:23][N:22]=1)[CH2:13][C:14]([O:16][C:17]([CH3:20])([CH3:19])[CH3:18])=[O:15])[C:2]1[CH:3]=[CH:4][CH:5]=[CH:6][CH:7]=1. (2) Reactant: [CH3:1][N:2]1[C:6]([NH2:7])=[N:5][N:4]=[N:3]1.[H-].[Na+].[F:10][C:11]([F:47])([F:46])[C:12]1[CH:13]=[CH:14][C:15]([C:18]2[CH:19]=[C:20]([C@H:24]3[CH2:28][C:27]4([CH2:33][CH2:32][N:31]([C:34](OC5C=CC([N+]([O-])=O)=CC=5)=[O:35])[CH2:30][CH2:29]4)[O:26][CH2:25]3)[CH:21]=[CH:22][CH:23]=2)=[N:16][CH:17]=1. Product: [CH3:1][N:2]1[C:6]([NH:7][C:34]([N:31]2[CH2:32][CH2:33][C:27]3([O:26][CH2:25][C@@H:24]([C:20]4[CH:21]=[CH:22][CH:23]=[C:18]([C:15]5[CH:14]=[CH:13][C:12]([C:11]([F:47])([F:10])[F:46])=[CH:17][N:16]=5)[CH:19]=4)[CH2:28]3)[CH2:29][CH2:30]2)=[O:35])=[N:5][N:4]=[N:3]1. The catalyst class is: 566. (3) Reactant: [F:1][C:2]1[CH:16]=[C:15]([N+:17]([O-])=O)[CH:14]=[CH:13][C:3]=1[NH:4][CH2:5][CH2:6][CH2:7][CH:8]1[CH2:12][CH2:11][CH2:10][O:9]1.CO.[NH4+].[Cl-].C([O-])(O)=O.[Na+]. Product: [F:1][C:2]1[CH:16]=[C:15]([NH2:17])[CH:14]=[CH:13][C:3]=1[NH:4][CH2:5][CH2:6][CH2:7][CH:8]1[CH2:12][CH2:11][CH2:10][O:9]1. The catalyst class is: 150. (4) Reactant: [I:1][C:2]1[C:3]([C:12]([OH:14])=[O:13])=[CH:4][C:5]2[C:10]([CH:11]=1)=[CH:9][CH:8]=[CH:7][CH:6]=2.OS(O)(=O)=O.[C:20]([O-])(O)=O.[Na+]. Product: [I:1][C:2]1[C:3]([C:12]([O:14][CH3:20])=[O:13])=[CH:4][C:5]2[C:10]([CH:11]=1)=[CH:9][CH:8]=[CH:7][CH:6]=2. The catalyst class is: 5. (5) Reactant: [F:1][C:2]1[CH:26]=[C:25]([N+:27]([O-])=O)[CH:24]=[CH:23][C:3]=1[O:4][C:5]1[CH:10]=[CH:9][N:8]=[CH:7][C:6]=1[C:11]#[C:12][CH2:13][NH:14][C:15](=[O:22])[CH2:16][N:17]1[CH2:21][CH2:20][CH2:19][CH2:18]1.[NH4+].[Cl-]. Product: [NH2:27][C:25]1[CH:24]=[CH:23][C:3]([O:4][C:5]2[CH:10]=[CH:9][N:8]=[CH:7][C:6]=2[C:11]#[C:12][CH2:13][NH:14][C:15](=[O:22])[CH2:16][N:17]2[CH2:21][CH2:20][CH2:19][CH2:18]2)=[C:2]([F:1])[CH:26]=1. The catalyst class is: 292.